This data is from Reaction yield outcomes from USPTO patents with 853,638 reactions. The task is: Predict the reaction yield, written as a fraction of the theoretical maximum amount of product (1.0 means a 100% yield; for example, 0.34 means a 34% yield). (1) The reactants are [F:1][C:2]1[CH:3]=[C:4]2[C:8](=[CH:9][C:10]=1[F:11])[N:7]([S:12]([C:15]1[CH:20]=[CH:19][CH:18]=[CH:17][CH:16]=1)(=[O:14])=[O:13])[CH:6]=[C:5]2[C:21]1[CH:22]=[N:23][N:24](C(OC(C)(C)C)=O)[CH:25]=1.[ClH:33]. The catalyst is CCOC(C)=O. The product is [ClH:33].[F:1][C:2]1[CH:3]=[C:4]2[C:8](=[CH:9][C:10]=1[F:11])[N:7]([S:12]([C:15]1[CH:16]=[CH:17][CH:18]=[CH:19][CH:20]=1)(=[O:13])=[O:14])[CH:6]=[C:5]2[C:21]1[CH:22]=[N:23][NH:24][CH:25]=1. The yield is 0.880. (2) The reactants are C(O)(=O)C(O)=O.[OH:7][C:8]1[CH:9]=[C:10]2[C:15](=[CH:16][CH:17]=1)[CH2:14][NH:13][CH2:12][CH2:11]2.C(N(C(C)C)CC)(C)C.[C:27](O[C:27]([O:29][C:30]([CH3:33])([CH3:32])[CH3:31])=[O:28])([O:29][C:30]([CH3:33])([CH3:32])[CH3:31])=[O:28].S([O-])([O-])(=O)=O.[Na+].[Na+]. The catalyst is CO.O1CCCC1.[Cl-].[Na+].O.C(Cl)Cl. The product is [C:30]([O:29][C:27]([N:13]1[CH2:12][CH2:11][C:10]2[C:15](=[CH:16][CH:17]=[C:8]([OH:7])[CH:9]=2)[CH2:14]1)=[O:28])([CH3:33])([CH3:32])[CH3:31]. The yield is 0.660. (3) The reactants are [CH3:1][O:2][C:3]1[CH:4]=[C:5]2[C:10](=[CH:11][C:12]=1[O:13][CH3:14])[N:9]=[CH:8][N:7]=[C:6]2[O:15][C:16]1[CH:22]=[CH:21][C:19]([NH2:20])=[C:18]([N+:23]([O-:25])=[O:24])[CH:17]=1.ClC(Cl)(O[C:30](=[O:36])OC(Cl)(Cl)Cl)Cl.[CH:38]1([CH2:44][N:45]2[CH2:49][CH2:48][CH:47]([NH2:50])[CH2:46]2)[CH2:43][CH2:42][CH2:41][CH2:40][CH2:39]1.C(=O)([O-])O.[Na+]. The catalyst is C(N(CC)CC)C.C(Cl)(Cl)Cl. The product is [CH:38]1([CH2:44][N:45]2[CH2:49][CH2:48][CH:47]([NH:50][C:30]([NH:20][C:19]3[CH:21]=[CH:22][C:16]([O:15][C:6]4[C:5]5[C:10](=[CH:11][C:12]([O:13][CH3:14])=[C:3]([O:2][CH3:1])[CH:4]=5)[N:9]=[CH:8][N:7]=4)=[CH:17][C:18]=3[N+:23]([O-:25])=[O:24])=[O:36])[CH2:46]2)[CH2:39][CH2:40][CH2:41][CH2:42][CH2:43]1. The yield is 0.210. (4) The reactants are ClC1[CH:3]=[CH:4][C:5]([S:23][S:23][C:5]2[CH:4]=[CH:3]C(Cl)=[CH:7][C:6]=2[NH:8][S:9]([C:12]2[CH:17]=[CH:16][C:15]([Cl:18])=[C:14]([C:19]([F:22])([F:21])[F:20])[CH:13]=2)(=[O:11])=[O:10])=[C:6]([NH:8][S:9]([C:12]2[CH:17]=[CH:16][C:15]([Cl:18])=[C:14]([C:19]([F:22])([F:21])[F:20])[CH:13]=2)(=[O:11])=[O:10])[CH:7]=1.C([O-])(O)=O.[Na+].[C:52]1(P(C2C=CC=CC=2)C2C=CC=CC=2)C=CC=C[CH:53]=1.C(I)C.[CH2:74]([Cl:76])Cl. The catalyst is CCOC(C)=O. The product is [Cl:18][C:15]1[CH:16]=[CH:17][C:12]([S:9]([NH:8][C:6]2[CH:7]=[C:74]([Cl:76])[CH:3]=[CH:4][C:5]=2[S:23][CH2:52][CH3:53])(=[O:11])=[O:10])=[CH:13][C:14]=1[C:19]([F:21])([F:22])[F:20]. The yield is 0.590. (5) The reactants are [N+:1]([C:4]1[CH:13]=[C:12]([CH2:14][S:15][C:16]2[N:25]([CH2:26][CH:27]=[CH2:28])[C:24](=[O:29])[C:23]3[C:18](=[CH:19][C:20]([C:30]([OH:32])=O)=[CH:21][CH:22]=3)[N:17]=2)[C:7]2[O:8][CH2:9][O:10][CH2:11][C:6]=2[CH:5]=1)([O-:3])=[O:2].C1N=CN(C(N2C=NC=C2)=O)C=1.[NH2:45][CH2:46][CH2:47][CH2:48][N:49]1[CH2:54][CH2:53][O:52][CH2:51][CH2:50]1.O. The catalyst is CN(C=O)C.C(O)(C)C. The product is [N+:1]([C:4]1[CH:13]=[C:12]([CH2:14][S:15][C:16]2[N:25]([CH2:26][CH:27]=[CH2:28])[C:24](=[O:29])[C:23]3[C:18](=[CH:19][C:20]([C:30]([NH:45][CH2:46][CH2:47][CH2:48][N:49]4[CH2:54][CH2:53][O:52][CH2:51][CH2:50]4)=[O:32])=[CH:21][CH:22]=3)[N:17]=2)[C:7]2[O:8][CH2:9][O:10][CH2:11][C:6]=2[CH:5]=1)([O-:3])=[O:2]. The yield is 0.900.